This data is from Reaction yield outcomes from USPTO patents with 853,638 reactions. The task is: Predict the reaction yield, written as a fraction of the theoretical maximum amount of product (1.0 means a 100% yield; for example, 0.34 means a 34% yield). The reactants are Cl.[F:2][C:3]1[CH:8]=[CH:7][C:6]([NH:9][NH2:10])=[CH:5][CH:4]=1.[F:11][C:12]([F:30])([F:29])[C:13](=O)[CH2:14][C:15]([C:17]1[CH:27]=[CH:26][C:20]2[S:21][CH2:22][C:23](=[O:25])[NH:24][C:19]=2[CH:18]=1)=O. The catalyst is C(N(CC)CC)C. The product is [F:2][C:3]1[CH:8]=[CH:7][C:6]([N:9]2[C:15]([C:17]3[CH:27]=[CH:26][C:20]4[S:21][CH2:22][C:23](=[O:25])[NH:24][C:19]=4[CH:18]=3)=[CH:14][C:13]([C:12]([F:30])([F:29])[F:11])=[N:10]2)=[CH:5][CH:4]=1. The yield is 0.810.